This data is from Reaction yield outcomes from USPTO patents with 853,638 reactions. The task is: Predict the reaction yield, written as a fraction of the theoretical maximum amount of product (1.0 means a 100% yield; for example, 0.34 means a 34% yield). (1) The reactants are [N:1]([CH2:4][CH2:5][C:6]1[N:7]=[CH:8][C:9]2[C:14]([CH:15]=1)=[CH:13][CH:12]=[CH:11][CH:10]=2)=[N+]=[N-].C1(P(C2C=CC=CC=2)C2C=CC=CC=2)C=CC=CC=1.O. The product is [NH2:1][CH2:4][CH2:5][C:6]1[N:7]=[CH:8][C:9]2[C:14]([CH:15]=1)=[CH:13][CH:12]=[CH:11][CH:10]=2. The catalyst is O1CCCC1. The yield is 0.550. (2) The reactants are [CH3:1][N:2]1[CH:6]=[CH:5][C:4]([CH3:7])=[C:3]1[C:8]1[N:12]([C:13]2[CH:18]=[CH:17][C:16]([O:19]C)=[CH:15][C:14]=2[F:21])[N:11]=[C:10]([CH3:22])[C:9]=1[C:23]#[N:24].B(Br)(Br)Br. The catalyst is C(Cl)Cl. The product is [CH3:1][N:2]1[CH:6]=[CH:5][C:4]([CH3:7])=[C:3]1[C:8]1[N:12]([C:13]2[CH:18]=[CH:17][C:16]([OH:19])=[CH:15][C:14]=2[F:21])[N:11]=[C:10]([CH3:22])[C:9]=1[C:23]#[N:24]. The yield is 0.530. (3) The reactants are Cl.[F:2][CH2:3][CH2:4][CH2:5][NH2:6].[C:7](O[C:7]([O:9][C:10]([CH3:13])([CH3:12])[CH3:11])=[O:8])([O:9][C:10]([CH3:13])([CH3:12])[CH3:11])=[O:8].C(N(CC)CC)C. The catalyst is ClCCl. The product is [F:2][CH2:3][CH2:4][CH2:5][NH:6][C:7](=[O:8])[O:9][C:10]([CH3:13])([CH3:12])[CH3:11]. The yield is 1.00.